This data is from Catalyst prediction with 721,799 reactions and 888 catalyst types from USPTO. The task is: Predict which catalyst facilitates the given reaction. (1) Reactant: [CH:1]1([C:4]2[CH:5]=[CH:6][C:7]([CH3:18])=[C:8]([NH:10][C:11](=[O:17])[O:12][C:13]([CH3:16])([CH3:15])[CH3:14])[CH:9]=2)[CH2:3][CH2:2]1.C([Li])(CC)C.[CH3:24][C:25]([CH3:29])([CH3:28])[CH:26]=[O:27].O. Product: [C:13]([O:12][C:11](=[O:17])[NH:10][C:8]1[CH:9]=[C:4]([CH:1]2[CH2:2][CH2:3]2)[CH:5]=[CH:6][C:7]=1[CH2:18][CH:26]([OH:27])[C:25]([CH3:29])([CH3:28])[CH3:24])([CH3:14])([CH3:15])[CH3:16]. The catalyst class is: 7. (2) Reactant: [F:1][C:2]1[S:6][C:5]([C:7]2[N:8]=[C:9]([NH:16][C:17]3[CH:22]=[CH:21][C:20]([CH2:23][C:24]([OH:26])=[O:25])=[CH:19][C:18]=3[CH2:27][C:28](O)=[O:29])[C:10]3[CH2:15][CH2:14][CH2:13][C:11]=3[N:12]=2)=[CH:4][CH:3]=1. Product: [F:1][C:2]1[S:6][C:5]([C:7]2[N:8]=[C:9]([N:16]3[C:17]4[C:18](=[CH:19][C:20]([CH2:23][C:24]([OH:26])=[O:25])=[CH:21][CH:22]=4)[CH2:27][C:28]3=[O:29])[C:10]3[CH2:15][CH2:14][CH2:13][C:11]=3[N:12]=2)=[CH:4][CH:3]=1. The catalyst class is: 33. (3) Product: [CH2:1]([C:3]1[CH:11]=[CH:10][C:9]([NH2:8])=[C:5]([CH2:6][C:7]([OH:12])=[O:15])[CH:4]=1)[CH3:2]. Reactant: [CH2:1]([C:3]1[CH:4]=[C:5]2[C:9](=[CH:10][CH:11]=1)[NH:8][C:7](=[O:12])[CH2:6]2)[CH3:2].C([OH:15])C.[OH-].[K+]. The catalyst class is: 6. (4) Reactant: [OH:1][C:2]1[CH:3]=[C:4]([CH:9]=[C:10]([O:13][CH3:14])[C:11]=1[OH:12])[C:5]([O:7][CH3:8])=[O:6].[C:15]([O-])([O-])=O.[K+].[K+]. Product: [CH3:14][O:13][C:10]1[C:11]2[O:12][CH2:15][O:1][C:2]=2[CH:3]=[C:4]([C:5]([O:7][CH3:8])=[O:6])[CH:9]=1. The catalyst class is: 21. (5) Reactant: I.[NH2:2][CH2:3][CH2:4][NH:5][C:6]1[C:7]([C:11]2[N:15]([C:16]3[CH:21]=[CH:20][CH:19]=[C:18]([C:22]([F:25])([F:24])[F:23])[CH:17]=3)C(=O)[O:13][N:12]=2)=[N:8][O:9][N:10]=1.Cl[S:28]([NH:31]C(=O)OC(C)(C)C)(=[O:30])=[O:29].C(N(CC)CC)C.FC(F)(F)C(O)=O.[OH-].[Na+].O.C(O)(=O)C. Product: [NH2:31][S:28]([NH:2][CH2:3][CH2:4][NH:5][C:6]1[C:7]([C:11](=[N:12][OH:13])[NH:15][C:16]2[CH:21]=[CH:20][CH:19]=[C:18]([C:22]([F:25])([F:24])[F:23])[CH:17]=2)=[N:8][O:9][N:10]=1)(=[O:30])=[O:29]. The catalyst class is: 4. (6) Reactant: [C:1]([O:5][C:6]([N:8]1[CH2:13][CH2:12][NH:11][CH2:10][C@@H:9]1[CH2:14][CH:15]([CH3:17])[CH3:16])=[O:7])([CH3:4])([CH3:3])[CH3:2].[H-].[Na+].Cl[C:21]1[O:22][C:23]2[C:24](=[C:26]([C:30]([O:32][CH3:33])=[O:31])[CH:27]=[CH:28][CH:29]=2)[N:25]=1. Product: [C:1]([O:5][C:6]([N:8]1[CH2:13][CH2:12][N:11]([C:21]2[O:22][C:23]3[C:24](=[C:26]([C:30]([O:32][CH3:33])=[O:31])[CH:27]=[CH:28][CH:29]=3)[N:25]=2)[CH2:10][C@@H:9]1[CH2:14][CH:15]([CH3:17])[CH3:16])=[O:7])([CH3:4])([CH3:3])[CH3:2]. The catalyst class is: 57. (7) Reactant: C(Cl)(=O)C(Cl)=O.C(#N)C.C(=O)=O.CS(C)=O.[N:17]1[CH:22]=[CH:21][N:20]=[CH:19][C:18]=1[CH2:23][CH2:24][CH2:25][CH2:26][OH:27].CCN(CC)CC. Product: [N:17]1[CH:22]=[CH:21][N:20]=[CH:19][C:18]=1[CH2:23][CH2:24][CH2:25][CH:26]=[O:27]. The catalyst class is: 2.